From a dataset of Cav3 T-type calcium channel HTS with 100,875 compounds. Binary Classification. Given a drug SMILES string, predict its activity (active/inactive) in a high-throughput screening assay against a specified biological target. The compound is O(Cc1ccccc1)C(=O)NCCCC(O)=O. The result is 0 (inactive).